This data is from Forward reaction prediction with 1.9M reactions from USPTO patents (1976-2016). The task is: Predict the product of the given reaction. (1) Given the reactants [C:1]([O:5][C:6]([N:8]1[CH2:13][CH2:12][CH2:11][CH2:10][CH:9]1[CH2:14][C:15]([OH:17])=O)=[O:7])([CH3:4])([CH3:3])[CH3:2].[Cl:18][C:19]1[CH:20]=[C:21]([C:25]2NN=[N:27][N:26]=2)[CH:22]=[CH:23][CH:24]=1.C1(N=C=NC2CCCCC2)CCCCC1, predict the reaction product. The product is: [C:1]([O:5][C:6]([N:8]1[CH2:13][CH2:12][CH2:11][CH2:10][CH:9]1[CH2:14][C:15]1[O:17][C:25]([C:21]2[CH:22]=[CH:23][CH:24]=[C:19]([Cl:18])[CH:20]=2)=[N:26][N:27]=1)=[O:7])([CH3:2])([CH3:3])[CH3:4]. (2) Given the reactants [S:1]1[C:9]2[C:4](=[N:5][CH:6]=[CH:7][CH:8]=2)[N:3]=[C:2]1[O:10][C:11]1[CH:23]=[CH:22][C:14]([O:15][CH2:16][CH2:17][NH:18][CH:19]2[CH2:21][CH2:20]2)=[CH:13][CH:12]=1.[H-].[Na+], predict the reaction product. The product is: [CH3:2][O:10][CH2:11][CH2:12][CH2:13][N:18]([CH2:17][CH2:16][O:15][C:14]1[CH:22]=[CH:23][C:11]([O:10][C:2]2[S:1][C:9]3[C:4]([N:3]=2)=[N:5][CH:6]=[CH:7][CH:8]=3)=[CH:12][CH:13]=1)[CH:19]1[CH2:21][CH2:20]1. (3) Given the reactants [F:1][C:2]1[CH:3]=[CH:4][C:5]([O:12][CH3:13])=[C:6]([C:8](=[N:10][OH:11])[NH2:9])[CH:7]=1.[OH:14][CH2:15][C:16]1[CH:21]=[C:20]([C:22](O)=O)[CH:19]=[CH:18][C:17]=1[C:25]1[CH:30]=[CH:29][CH:28]=[CH:27][C:26]=1[CH3:31].Cl.C(N=C=NCCCN(C)C)C.CCN(C(C)C)C(C)C, predict the reaction product. The product is: [F:1][C:2]1[CH:3]=[CH:4][C:5]([O:12][CH3:13])=[C:6]([C:8]2[N:9]=[C:22]([C:20]3[CH:19]=[CH:18][C:17]([C:25]4[CH:30]=[CH:29][CH:28]=[CH:27][C:26]=4[CH3:31])=[C:16]([CH2:15][OH:14])[CH:21]=3)[O:11][N:10]=2)[CH:7]=1. (4) Given the reactants CN[C:3]([C:5]1[CH:10]=[C:9]([O:11][C:12]2[CH:17]=[CH:16][C:15]([NH2:18])=[CH:14][CH:13]=2)[CH:8]=[CH:7][N:6]=1)=[O:4].[CH3:19]NC(C1C=C(Cl)C=CN=1)=O, predict the reaction product. The product is: [NH2:18][C:15]1[CH:14]=[CH:13][C:12]([O:11][C:9]2[CH:8]=[CH:7][N:6]=[C:5]([C:3](=[O:4])[CH3:19])[CH:10]=2)=[CH:17][CH:16]=1. (5) Given the reactants [C:1]([N:6]1[CH:10]2[CH2:11][CH2:12][CH:7]1[CH:8](C(O)=O)[CH2:9]2)([O:3][CH2:4][CH3:5])=[O:2].N#N.C([O-])(=O)C.C([O-])(=O)C.C([O-])(=O)C.C([O-])(=O)C.[Pb+4], predict the reaction product. The product is: [C:1]([N:6]1[CH:10]2[CH2:11][CH2:12][C:7]1=[CH:8][CH2:9]2)([O:3][CH2:4][CH3:5])=[O:2]. (6) Given the reactants [Cl:1][C:2]1[CH:7]=[CH:6][C:5]([C:8]2[O:9][C:10]([C:14]([OH:16])=O)=[C:11]([CH3:13])[N:12]=2)=[CH:4][CH:3]=1.Cl.CN(C)CCCN=C=NCC.[N:29]1[CH:34]=[CH:33][CH:32]=[CH:31][C:30]=1[CH2:35][NH:36][CH2:37][C:38]([O:40][CH3:41])=[O:39].[Cl-].[NH4+], predict the reaction product. The product is: [Cl:1][C:2]1[CH:3]=[CH:4][C:5]([C:8]2[O:9][C:10]([C:14]([N:36]([CH2:37][C:38]([O:40][CH3:41])=[O:39])[CH2:35][C:30]3[CH:31]=[CH:32][CH:33]=[CH:34][N:29]=3)=[O:16])=[C:11]([CH3:13])[N:12]=2)=[CH:6][CH:7]=1. (7) Given the reactants [Cl:1][C:2]1[CH:11]=[C:10]([Cl:12])[C:9]2[C:4](=[CH:5][CH:6]=[CH:7][CH:8]=2)[N:3]=1.C([N-]C(C)C)(C)C.[Li+].CN(C)[CH:23]=[O:24].N1C=CN=C1, predict the reaction product. The product is: [Cl:1][C:2]1[C:11]([CH:23]=[O:24])=[C:10]([Cl:12])[C:9]2[C:4](=[CH:5][CH:6]=[CH:7][CH:8]=2)[N:3]=1.